From a dataset of Forward reaction prediction with 1.9M reactions from USPTO patents (1976-2016). Predict the product of the given reaction. (1) The product is: [C:1]1([S:7][CH2:8][Si:11]([Cl:13])([Cl:12])[Cl:10])[CH:6]=[CH:5][CH:4]=[CH:3][CH:2]=1. Given the reactants [C:1]1([S:7][CH2:8]Cl)[CH:6]=[CH:5][CH:4]=[CH:3][CH:2]=1.[Cl:10][SiH:11]([Cl:13])[Cl:12], predict the reaction product. (2) Given the reactants [OH:1][C:2]1([CH:8]([C:23]2[CH:28]=[CH:27][CH:26]=[C:25]([C:29]#[C:30][Si](C)(C)C)[CH:24]=2)[CH2:9][N:10]2[CH2:15][CH2:14][N:13]([C:16]([O:18][C:19]([CH3:22])([CH3:21])[CH3:20])=[O:17])[CH2:12][CH2:11]2)[CH2:7][CH2:6][CH2:5][CH2:4][CH2:3]1.C(=O)([O-])[O-].[K+].[K+], predict the reaction product. The product is: [C:29]([C:25]1[CH:24]=[C:23]([CH:8]([C:2]2([OH:1])[CH2:7][CH2:6][CH2:5][CH2:4][CH2:3]2)[CH2:9][N:10]2[CH2:11][CH2:12][N:13]([C:16]([O:18][C:19]([CH3:22])([CH3:21])[CH3:20])=[O:17])[CH2:14][CH2:15]2)[CH:28]=[CH:27][CH:26]=1)#[CH:30]. (3) Given the reactants [OH:1][CH2:2][CH:3]1[CH2:9][CH2:8][S:7][C:6]2[CH:10]=[CH:11][CH:12]=[CH:13][C:5]=2[C:4]1=[O:14].C(N(CC)CC)C.[C:22]1([N:28]=[C:29]=[O:30])[CH:27]=[CH:26][CH:25]=[CH:24][CH:23]=1, predict the reaction product. The product is: [O:14]=[C:4]1[CH:3]([CH2:2][O:1][C:29](=[O:30])[NH:28][C:22]2[CH:27]=[CH:26][CH:25]=[CH:24][CH:23]=2)[CH2:9][CH2:8][S:7][C:6]2[CH:10]=[CH:11][CH:12]=[CH:13][C:5]1=2. (4) The product is: [N:20]1([C:17]2[CH:16]=[CH:15][C:14]([CH:11]3[CH2:12][CH2:13][NH:8][CH2:9][C:10]3([CH3:26])[CH3:25])=[CH:19][CH:18]=2)[CH:24]=[CH:23][N:22]=[CH:21]1. Given the reactants C([N:8]1[CH2:13][CH:12]=[C:11]([C:14]2[CH:19]=[CH:18][C:17]([N:20]3[CH:24]=[CH:23][N:22]=[CH:21]3)=[CH:16][CH:15]=2)[C:10]([CH3:26])([CH3:25])[CH2:9]1)C1C=CC=CC=1.[H][H], predict the reaction product. (5) Given the reactants [CH3:1][C@H:2]1[NH:7][C@@H:6]([CH3:8])[CH2:5][N:4]([C:9]2[C:10]([F:21])=[CH:11][C:12]([O:19][CH3:20])=[C:13]([NH:15]C(=O)C)[CH:14]=2)[CH2:3]1.Cl, predict the reaction product. The product is: [CH3:1][C@H:2]1[NH:7][C@@H:6]([CH3:8])[CH2:5][N:4]([C:9]2[C:10]([F:21])=[CH:11][C:12]([O:19][CH3:20])=[C:13]([CH:14]=2)[NH2:15])[CH2:3]1. (6) The product is: [NH2:1][C:2]1[C:7]([F:8])=[C:6]([CH:9]=[CH2:10])[N:5]=[C:4]([C:11]([OH:13])=[O:12])[C:3]=1[O:15][CH3:16]. Given the reactants [NH2:1][C:2]1[C:7]([F:8])=[C:6]([CH:9]=[CH2:10])[N:5]=[C:4]([C:11]([O:13]C)=[O:12])[C:3]=1[O:15][CH3:16].O.[OH-].[Li+], predict the reaction product. (7) Given the reactants C=O.[C:3]([O-])([O-])=[O:4].[Na+].[Na+].[N:9]1[C:16]([NH2:17])=[N:15][C:13]([NH2:14])=[N:12][C:10]=1[NH2:11].[Na+].[Cl-], predict the reaction product. The product is: [CH2:3]=[O:4].[N:9]1[C:16]([NH2:17])=[N:15][C:13]([NH2:14])=[N:12][C:10]=1[NH2:11].